Dataset: Full USPTO retrosynthesis dataset with 1.9M reactions from patents (1976-2016). Task: Predict the reactants needed to synthesize the given product. Given the product [NH2:12][C:7]1[CH:6]=[C:5]([F:4])[CH:10]=[CH:9][C:8]=1[OH:11], predict the reactants needed to synthesize it. The reactants are: [Sn](Cl)Cl.[F:4][C:5]1[CH:10]=[CH:9][C:8]([OH:11])=[C:7]([N+:12]([O-])=O)[CH:6]=1.[OH-].[Na+].